Dataset: Reaction yield outcomes from USPTO patents with 853,638 reactions. Task: Predict the reaction yield, written as a fraction of the theoretical maximum amount of product (1.0 means a 100% yield; for example, 0.34 means a 34% yield). (1) The reactants are [CH3:1][N:2]([CH2:10][CH2:11][NH:12][CH3:13])[C:3](=[O:9])[O:4][C:5]([CH3:8])([CH3:7])[CH3:6].F[C:15]1[C:20]([N+:21]([O-:23])=[O:22])=[CH:19][C:18]([NH:24][C:25]2[N:30]=[C:29]([C:31]3[C:39]4[C:34](=[CH:35][CH:36]=[CH:37][CH:38]=4)[N:33]([CH3:40])[CH:32]=3)[CH:28]=[CH:27][N:26]=2)=[C:17]([O:41][CH3:42])[CH:16]=1.CCN(C(C)C)C(C)C. The catalyst is CC(N(C)C)=O.CCOC(C)=O. The product is [CH3:42][O:41][C:17]1[C:18]([NH:24][C:25]2[N:30]=[C:29]([C:31]3[C:39]4[C:34](=[CH:35][CH:36]=[CH:37][CH:38]=4)[N:33]([CH3:40])[CH:32]=3)[CH:28]=[CH:27][N:26]=2)=[CH:19][C:20]([N+:21]([O-:23])=[O:22])=[C:15]([N:12]([CH3:13])[CH2:11][CH2:10][N:2]([CH3:1])[C:3](=[O:9])[O:4][C:5]([CH3:6])([CH3:7])[CH3:8])[CH:16]=1. The yield is 0.580. (2) The reactants are [Br:1][C:2]1[N:7]=[N:6][C:5]([N:8]=[CH:9]N(C)C)=[CH:4][CH:3]=1.Br[CH2:14][C:15]#[N:16].CCN(C(C)C)C(C)C. The catalyst is C(#N)C. The product is [Br:1][C:2]1[CH:3]=[CH:4][C:5]2[N:6]([C:14]([C:15]#[N:16])=[CH:9][N:8]=2)[N:7]=1. The yield is 0.750.